From a dataset of Peptide-MHC class I binding affinity with 185,985 pairs from IEDB/IMGT. Regression. Given a peptide amino acid sequence and an MHC pseudo amino acid sequence, predict their binding affinity value. This is MHC class I binding data. (1) The peptide sequence is IEVALRTLLL. The MHC is HLA-B45:01 with pseudo-sequence HLA-B45:01. The binding affinity (normalized) is 0. (2) The peptide sequence is FRRRKRMGF. The MHC is HLA-A02:03 with pseudo-sequence HLA-A02:03. The binding affinity (normalized) is 0.0847. (3) The peptide sequence is KDIDPEGKKFDRV. The MHC is Mamu-B8701 with pseudo-sequence Mamu-B8701. The binding affinity (normalized) is 0.959. (4) The peptide sequence is TYSAGIVQI. The MHC is HLA-B07:02 with pseudo-sequence HLA-B07:02. The binding affinity (normalized) is 0.00315. (5) The peptide sequence is VPISHLYIL. The MHC is HLA-B54:01 with pseudo-sequence HLA-B54:01. The binding affinity (normalized) is 0.250. (6) The peptide sequence is RFNAIWFNH. The MHC is HLA-A02:19 with pseudo-sequence HLA-A02:19. The binding affinity (normalized) is 0.0847.